Task: Predict the reaction yield, written as a fraction of the theoretical maximum amount of product (1.0 means a 100% yield; for example, 0.34 means a 34% yield).. Dataset: Reaction yield outcomes from USPTO patents with 853,638 reactions (1) The reactants are [N+:1]([C:4]1[CH:9]=[CH:8][C:7]([C:10]2[CH:11]=[N:12][CH:13]=[CH:14][CH:15]=2)=[CH:6][CH:5]=1)([O-])=O.[H][H].C(N(CC)CC)C.[CH3:25][C:26]([O:29][C:30](O[C:30]([O:29][C:26]([CH3:28])([CH3:27])[CH3:25])=[O:31])=[O:31])([CH3:28])[CH3:27]. The catalyst is Cl.CO.C(Cl)Cl.O=[Pt]=O.CN(C=O)C. The product is [NH2:1][C:4]1[CH:9]=[CH:8][C:7]([CH:10]2[CH2:15][CH2:14][CH2:13][N:12]([C:30]([O:29][C:26]([CH3:28])([CH3:27])[CH3:25])=[O:31])[CH2:11]2)=[CH:6][CH:5]=1. The yield is 0.530. (2) The reactants are [CH:1]1([C:4]([N:6]2[CH2:11][CH2:10][N:9]([C:12]([C:14]3[CH:15]=[C:16]([CH:19]=[CH:20][CH:21]=3)C=O)=[O:13])[CH2:8][CH2:7]2)=[O:5])[CH2:3][CH2:2]1.[CH:22](=[N:29]/[C:30]1[CH:38]=[CH:37][CH:36]=C2C=1COC2=O)\[C:23]1[CH:28]=[CH:27][CH:26]=[CH:25][CH:24]=1.[CH3:40][O-:41].[Na+].[CH3:43]O.[C:45]([O:49][CH2:50]C)(=[O:48])[CH2:46][CH3:47]. No catalyst specified. The product is [CH:1]1([C:4]([N:6]2[CH2:7][CH2:8][N:9]([C:12]([C:14]3[CH:15]=[C:16]([CH:43]4[C:40](=[O:41])[C:47]5[C:46]([C:45]([O:49][CH3:50])=[O:48])=[CH:36][CH:37]=[CH:38][C:30]=5[NH:29][CH:22]4[C:23]4[CH:24]=[CH:25][CH:26]=[CH:27][CH:28]=4)[CH:19]=[CH:20][CH:21]=3)=[O:13])[CH2:10][CH2:11]2)=[O:5])[CH2:2][CH2:3]1. The yield is 0.120.